Dataset: Rat liver microsome stability data. Task: Regression/Classification. Given a drug SMILES string, predict its absorption, distribution, metabolism, or excretion properties. Task type varies by dataset: regression for continuous measurements (e.g., permeability, clearance, half-life) or binary classification for categorical outcomes (e.g., BBB penetration, CYP inhibition). Dataset: rlm. (1) The result is 0 (unstable in rat liver microsomes). The drug is N#Cc1ccc(C[C@@H](NC(=O)Nc2ccc([N+](=O)[O-])cc2)C(=O)NCC2(c3ccccc3)CC2)cc1. (2) The compound is CCCCNc1oc(-c2cccc3ccccc23)nc1C#N. The result is 1 (stable in rat liver microsomes). (3) The compound is CCn1nnc2c(N3CCOCC3)nc(-c3ccc(NC(=O)Nc4ccc(C(=O)NCCc5ccccn5)cc4)cc3)nc21. The result is 1 (stable in rat liver microsomes). (4) The drug is CC1(C)CC(c2ccc(OC3CCN(C4CCC4)CC3)cc2)=NNC1=O. The result is 0 (unstable in rat liver microsomes). (5) The molecule is O=c1ncn2nc(Sc3ccc(F)cc3F)ccc2c1-c1c(Cl)cccc1Cl. The result is 0 (unstable in rat liver microsomes). (6) The drug is O=c1cc(N2CCOCC2)oc2c1ccc1ccccc12. The result is 0 (unstable in rat liver microsomes). (7) The compound is N#Cc1cc(Cl)cc(-c2cc(-c3ccc(Cl)cn3)ncn2)c1. The result is 0 (unstable in rat liver microsomes). (8) The drug is CC[C@@H](CO)NC(=O)[C@@H]1C=C2c3cccc4c3c(cn4C)C[C@H]2N(C)C1. The result is 0 (unstable in rat liver microsomes). (9) The drug is COCCNc1ncnc2onc(-c3ccc(F)cc3)c12. The result is 0 (unstable in rat liver microsomes). (10) The drug is CN(C)CCOc1ccc(C(=C(CCCl)c2ccccc2)c2ccccc2)cc1. The result is 0 (unstable in rat liver microsomes).